From a dataset of Forward reaction prediction with 1.9M reactions from USPTO patents (1976-2016). Predict the product of the given reaction. (1) Given the reactants [F:1][C:2]1[CH:7]=[CH:6][C:5]([F:8])=[CH:4][C:3]=1[CH:9]([S:20]([C:23]1[CH:28]=[CH:27][C:26]([O:29][CH3:30])=[CH:25][CH:24]=1)(=[O:22])=[O:21])[C:10]1[C:11]([CH3:19])=[CH:12]C(C(O)=O)=N[CH:15]=1.[NH2:31][CH2:32][CH2:33][OH:34].ON1C2C=CC=CC=2N=N1.C[N:46]1CC[O:49][CH2:48][CH2:47]1.Cl.C(N=C=NCCCN(C)C)C, predict the reaction product. The product is: [F:1][C:2]1[CH:7]=[CH:6][C:5]([F:8])=[CH:4][C:3]=1[CH:9]([S:20]([C:23]1[CH:28]=[CH:27][C:26]([O:29][CH3:30])=[CH:25][CH:24]=1)(=[O:21])=[O:22])[C:10]1[C:11]([CH3:19])=[CH:12][C:32]([C:33]([NH:46][CH2:47][CH2:48][OH:49])=[O:34])=[N:31][CH:15]=1. (2) Given the reactants [CH3:1][O:2][C:3]1[CH:8]=[CH:7][CH:6]=[C:5]([CH2:9][N:10]2[CH2:15][CH2:14][CH2:13][CH2:12][CH2:11]2)[C:4]=1[OH:16].C(=O)([O-])[O-].[Cs+].[Cs+].Br[CH2:24][CH2:25][CH2:26][CH2:27][CH2:28][S:29][C:30]1[C:39]2[C:34](=[CH:35][C:36]([C:40]([F:43])([F:42])[F:41])=[CH:37][CH:38]=2)[N:33]=[CH:32][CH:31]=1.[ClH:44], predict the reaction product. The product is: [ClH:44].[ClH:44].[CH3:1][O:2][C:3]1[CH:8]=[CH:7][CH:6]=[C:5]([CH2:9][N:10]2[CH2:15][CH2:14][CH2:13][CH2:12][CH2:11]2)[C:4]=1[O:16][CH2:24][CH2:25][CH2:26][CH2:27][CH2:28][S:29][C:30]1[C:39]2[C:34](=[CH:35][C:36]([C:40]([F:43])([F:41])[F:42])=[CH:37][CH:38]=2)[N:33]=[CH:32][CH:31]=1. (3) Given the reactants C([O:5][C:6]([NH:8][C@@H:9]1[CH2:17][C:16]2[C:11](=[CH:12][CH:13]=[CH:14][CH:15]=2)[C@H:10]1[CH2:18][O:19][CH:20]([CH3:24])[C:21]([O-:23])=[O:22])=[O:7])(C)(C)C.N1[C:30]([CH3:31])=[CH:29]C=CC=1C.FC(F)(F)S(O[Si:39]([C:42]([CH3:45])([CH3:44])[CH3:43])([CH3:41])[CH3:40])(=O)=O.[Cl-].[NH4+].[CH2:50](Cl)Cl, predict the reaction product. The product is: [Si:39]([O:5][C:6]([NH:8][C@@H:9]1[CH2:17][C:16]2[C:11](=[CH:12][CH:13]=[CH:14][CH:15]=2)[C@H:10]1[CH2:18][O:19][CH:20]([CH3:24])[C:21]([O:23][C:30]([CH3:29])([CH3:31])[CH3:50])=[O:22])=[O:7])([C:42]([CH3:45])([CH3:44])[CH3:43])([CH3:41])[CH3:40].